Binary Classification. Given a drug SMILES string, predict its activity (active/inactive) in a high-throughput screening assay against a specified biological target. From a dataset of Cav3 T-type calcium channel HTS with 100,875 compounds. (1) The compound is Clc1ccc(CNC2CCCC2)cc1. The result is 0 (inactive). (2) The drug is O1C(C(=O)Nc2c3c([nH]c2C(OC)=O)ccc(c3)C)=COCC1. The result is 0 (inactive). (3) The compound is S(=O)(=O)(N1CCOCC1)c1ccc(nc1)Nc1cc2OCOc2cc1. The result is 0 (inactive). (4) The drug is s1c(C(=O)C=2C(N(CCN3CCOCC3)C(=O)C2O)c2cc(OC)ccc2)c(nc1C)C. The result is 0 (inactive). (5) The molecule is Clc1c(c(NC(=O)CSc2n(c(nn2)CCNC(=O)c2sccc2)CC=C)ccc1)C. The result is 0 (inactive). (6) The drug is s1c(C(=O)CCC(=O)NCc2ccc(F)cc2)ccc1. The result is 0 (inactive).